Dataset: Full USPTO retrosynthesis dataset with 1.9M reactions from patents (1976-2016). Task: Predict the reactants needed to synthesize the given product. (1) The reactants are: [H-].[Al+3].[Li+].[H-].[H-].[H-].[CH2:7]([O:14][CH2:15][CH:16]1[NH:21][C:20](=O)[CH2:19][NH:18][C:17]1=O)[C:8]1[CH:13]=[CH:12][CH:11]=[CH:10][CH:9]=1. Given the product [CH2:7]([O:14][CH2:15][CH:16]1[CH2:17][NH:18][CH2:19][CH2:20][NH:21]1)[C:8]1[CH:13]=[CH:12][CH:11]=[CH:10][CH:9]=1, predict the reactants needed to synthesize it. (2) Given the product [Cl:1][C:2]1[C:3]([O:12][C:13]2[CH:18]=[C:17]([O:19][CH2:36][C:37]([N:39]([CH2:42][CH3:43])[CH2:40][CH3:41])=[O:38])[CH:16]=[CH:15][C:14]=2[CH2:20][CH2:21][CH2:22][O:23][C:24]2[C:28]([CH2:29][C:30]([OH:32])=[O:31])=[CH:27][N:26]([CH3:34])[N:25]=2)=[N:4][CH:5]=[C:6]([C:8]([F:9])([F:10])[F:11])[CH:7]=1, predict the reactants needed to synthesize it. The reactants are: [Cl:1][C:2]1[C:3]([O:12][C:13]2[CH:18]=[C:17]([OH:19])[CH:16]=[CH:15][C:14]=2[CH2:20][CH2:21][CH2:22][O:23][C:24]2[C:28]([CH2:29][C:30]([O:32]C)=[O:31])=[CH:27][N:26]([CH3:34])[N:25]=2)=[N:4][CH:5]=[C:6]([C:8]([F:11])([F:10])[F:9])[CH:7]=1.Cl[CH2:36][C:37]([N:39]([CH2:42][CH3:43])[CH2:40][CH3:41])=[O:38].C(=O)([O-])[O-].[K+].[K+].O1CCCC1CO.[OH-].[Na+].Cl. (3) Given the product [Cl:14][C:10]1[CH:9]=[C:8]([C:6]2[N:5]=[C:4]3[CH2:15][CH2:16][CH2:17][C:3]3=[C:2]([NH:18][C:19]3[CH:24]=[CH:23][C:22]([CH2:25][C:26]([O:28][CH2:29][CH3:30])=[O:27])=[C:21]([F:31])[CH:20]=3)[CH:7]=2)[CH:13]=[CH:12][CH:11]=1, predict the reactants needed to synthesize it. The reactants are: Cl[C:2]1[CH:7]=[C:6]([C:8]2[CH:13]=[CH:12][CH:11]=[C:10]([Cl:14])[CH:9]=2)[N:5]=[C:4]2[CH2:15][CH2:16][CH2:17][C:3]=12.[NH2:18][C:19]1[CH:24]=[CH:23][C:22]([CH2:25][C:26]([O:28][CH2:29][CH3:30])=[O:27])=[C:21]([F:31])[CH:20]=1. (4) Given the product [Br:1][C:2]1[CH:10]=[CH:9][C:8]([F:11])=[C:7]2[C:3]=1[CH2:4][CH2:5][C@@H:6]2[O:12][Si:22]([C:18]([CH3:21])([CH3:20])[CH3:19])([CH3:25])[CH3:24], predict the reactants needed to synthesize it. The reactants are: [Br:1][C:2]1[CH:10]=[CH:9][C:8]([F:11])=[C:7]2[C:3]=1[CH2:4][CH2:5][C@@H:6]2[OH:12].N1C=CN=C1.[C:18]([Si:22]([CH3:25])([CH3:24])Cl)([CH3:21])([CH3:20])[CH3:19].O. (5) Given the product [Cl:7][C:8]1[CH:13]=[CH:12][C:11]([CH2:14][C:15]([NH:17][C:18]2[CH:23]=[C:22]([C:24]([C:26]3[C:34]4[CH:33]=[N:32][CH:31]=[N:30][C:29]=4[N:28]([CH:2]([CH3:6])[C:3]([NH2:5])=[O:4])[CH:27]=3)=[O:25])[CH:21]=[N:20][CH:19]=2)=[O:16])=[CH:10][CH:9]=1, predict the reactants needed to synthesize it. The reactants are: Br[CH:2]([CH3:6])[C:3]([NH2:5])=[O:4].[Cl:7][C:8]1[CH:13]=[CH:12][C:11]([CH2:14][C:15]([NH:17][C:18]2[CH:19]=[N:20][CH:21]=[C:22]([C:24]([C:26]3[C:34]4[CH:33]=[N:32][CH:31]=[N:30][C:29]=4[NH:28][CH:27]=3)=[O:25])[CH:23]=2)=[O:16])=[CH:10][CH:9]=1.C(=O)([O-])[O-].[Cs+].[Cs+].O. (6) Given the product [NH2:1][C:4]1[CH:17]=[CH:16][C:7]([O:8][C:9]2[CH:14]=[CH:13][C:12](=[O:15])[NH:11][CH:10]=2)=[CH:6][CH:5]=1, predict the reactants needed to synthesize it. The reactants are: [N+:1]([C:4]1[CH:17]=[CH:16][C:7]([O:8][C:9]2[CH:14]=[CH:13][C:12](=[O:15])[NH:11][CH:10]=2)=[CH:6][CH:5]=1)([O-])=O.